Dataset: Forward reaction prediction with 1.9M reactions from USPTO patents (1976-2016). Task: Predict the product of the given reaction. (1) Given the reactants COC1C=CC(P2(SP(C3C=CC(OC)=CC=3)(=S)S2)=[S:10])=CC=1.O=[C:24]1[CH2:29][CH:28]([C:30]([O:32][CH3:33])=[O:31])[CH2:27][CH2:26][NH:25]1, predict the reaction product. The product is: [NH:25]1[CH2:26][CH2:27][CH:28]([C:30]([O:32][CH3:33])=[O:31])[CH2:29][C:24]1=[S:10]. (2) Given the reactants Cl[C:2]1[C:3]2[C:10]([I:11])=[CH:9][N:8]([C@@H:12]3[O:27][C@H:26]([CH2:28][O:29][CH2:30][C:31]4[CH:36]=[CH:35][C:34]([Cl:37])=[CH:33][C:32]=4[Cl:38])[C@@H:15]([O:16][CH2:17][C:18]4[CH:23]=[CH:22][C:21]([Cl:24])=[CH:20][C:19]=4[Cl:25])[C@@:13]3([CH3:39])[OH:14])[C:4]=2[N:5]=[CH:6][N:7]=1.[NH4+:40].[OH-], predict the reaction product. The product is: [NH2:40][C:2]1[C:3]2[C:10]([I:11])=[CH:9][N:8]([C@@H:12]3[O:27][C@H:26]([CH2:28][O:29][CH2:30][C:31]4[CH:36]=[CH:35][C:34]([Cl:37])=[CH:33][C:32]=4[Cl:38])[C@@H:15]([O:16][CH2:17][C:18]4[CH:23]=[CH:22][C:21]([Cl:24])=[CH:20][C:19]=4[Cl:25])[C@@:13]3([CH3:39])[OH:14])[C:4]=2[N:5]=[CH:6][N:7]=1. (3) Given the reactants [Cl:1][C:2]1[CH:7]=[C:6]([C:8]#[N:9])[CH:5]=[C:4]([Cl:10])[C:3]=1[C:11]1[S:12][C:13]2[C:14]([NH:20][C:21]3[CH:22]=C(C=[CH:27][N:28]=3)C#N)=[N:15][CH:16]=[CH:17][C:18]=2[N:19]=1.Br[C:30]1C2SC(C3C(Cl)=CC(C#N)=CC=3Cl)=NC=2C=C[N:31]=1.NC1N=CN=C([N:56]2[CH2:59][CH:58]([OH:60])[CH2:57]2)C=1, predict the reaction product. The product is: [Cl:1][C:2]1[CH:7]=[C:6]([CH:5]=[C:4]([Cl:10])[C:3]=1[C:11]1[S:12][C:13]2[C:14]([NH:20][C:21]3[C:22]([N:56]4[CH2:59][CH:58]([OH:60])[CH2:57]4)=[CH:30][N:31]=[CH:27][N:28]=3)=[N:15][CH:16]=[CH:17][C:18]=2[N:19]=1)[C:8]#[N:9]. (4) Given the reactants [N:1]1[C:6]([CH3:7])=[CH:5][C:4]([CH3:8])=[CH:3][C:2]=1[CH3:9].C[OH:11], predict the reaction product. The product is: [CH3:9][C:2]1[CH:3]=[C:4]([CH3:8])[CH:5]=[C:6]([CH3:7])[N+:1]=1[O-:11]. (5) Given the reactants [CH:1]([O:4][C:5]1[CH:6]=[C:7]([CH:10]=[CH:11][CH:12]=1)[CH:8]=[O:9])([CH3:3])[CH3:2].[BH4-].[Na+].C(Cl)Cl, predict the reaction product. The product is: [CH:1]([O:4][C:5]1[CH:6]=[C:7]([CH:10]=[CH:11][CH:12]=1)[CH2:8][OH:9])([CH3:3])[CH3:2]. (6) The product is: [CH2:17]([O:6][C:5]1[CH:4]=[C:3]([CH:11]=[CH:10][C:7]=1[O:8][CH3:9])[CH:2]=[O:1])[CH2:18][C:13]#[C:14][CH2:15][CH3:16]. Given the reactants [O:1]=[CH:2][C:3]1[CH:11]=[CH:10][C:7]([O:8][CH3:9])=[C:5]([OH:6])[CH:4]=1.C[C:13]1[CH:18]=[CH:17][C:16](S(OCCC#CCC)(=O)=O)=[CH:15][CH:14]=1, predict the reaction product.